This data is from Full USPTO retrosynthesis dataset with 1.9M reactions from patents (1976-2016). The task is: Predict the reactants needed to synthesize the given product. (1) Given the product [C:1]([C:3]1[C:4]2[C:12]([CH:13]3[CH2:17][CH2:16][CH2:15][CH2:14]3)=[N:11][N:10]([C:18]3[CH:19]=[C:20]([C:23]([OH:25])=[O:24])[S:21][CH:22]=3)[C:5]=2[C:6](=[O:9])[NH:7][CH:8]=1)#[N:2], predict the reactants needed to synthesize it. The reactants are: [C:1]([C:3]1[C:4]2[C:12]([CH:13]3[CH2:17][CH2:16][CH2:15][CH2:14]3)=[N:11][N:10]([C:18]3[CH:19]=[C:20]([C:23]([O:25]C)=[O:24])[S:21][CH:22]=3)[C:5]=2[C:6](=[O:9])[NH:7][CH:8]=1)#[N:2].C1COCC1.[OH-].[Na+].Cl. (2) Given the product [Cl:1][C:2]1[CH:38]=[CH:37][CH:36]=[C:35]([C:39]([F:40])([F:42])[F:41])[C:3]=1[C:4]([N:6]1[C:14]2[C:9](=[N:10][CH:11]=[C:12]([C:15](=[O:23])[N:16]([CH:17]3[CH2:19][CH2:18]3)[CH:20]3[CH2:22][CH2:21]3)[CH:13]=2)[C:8]([C:24]2[CH:33]=[CH:32][C:27]([C:28]([OH:30])=[O:29])=[CH:26][C:25]=2[F:34])=[N:7]1)=[O:5], predict the reactants needed to synthesize it. The reactants are: [Cl:1][C:2]1[CH:38]=[CH:37][CH:36]=[C:35]([C:39]([F:42])([F:41])[F:40])[C:3]=1[C:4]([N:6]1[C:14]2[C:9](=[N:10][CH:11]=[C:12]([C:15](=[O:23])[N:16]([CH:20]3[CH2:22][CH2:21]3)[CH:17]3[CH2:19][CH2:18]3)[CH:13]=2)[C:8]([C:24]2[CH:33]=[CH:32][C:27]([C:28]([O:30]C)=[O:29])=[CH:26][C:25]=2[F:34])=[N:7]1)=[O:5].O[Li].O. (3) Given the product [N:7]1[CH:8]=[CH:9][CH:10]=[CH:11][C:6]=1[C:3]1[N:4]=[CH:5][N:1]([C:19]2[CH:20]=[C:21]([CH:24]=[CH:25][CH:26]=2)[C:22]#[N:23])[N:2]=1, predict the reactants needed to synthesize it. The reactants are: [NH:1]1[CH:5]=[N:4][C:3]([C:6]2[CH:11]=[CH:10][CH:9]=[CH:8][N:7]=2)=[N:2]1.C(=O)([O-])[O-].[K+].[K+].F[C:19]1[CH:20]=[C:21]([CH:24]=[CH:25][CH:26]=1)[C:22]#[N:23]. (4) The reactants are: [Cl:1][C:2]1[CH:3]=[C:4]([CH2:18][C:19]([O:21]C)=[O:20])[CH:5]=[CH:6][C:7]=1[NH:8][C:9]([NH:11][C:12]1[CH:17]=[CH:16][CH:15]=[CH:14][CH:13]=1)=[O:10].[OH-].[Na+]. Given the product [Cl:1][C:2]1[CH:3]=[C:4]([CH2:18][C:19]([OH:21])=[O:20])[CH:5]=[CH:6][C:7]=1[NH:8][C:9]([NH:11][C:12]1[CH:17]=[CH:16][CH:15]=[CH:14][CH:13]=1)=[O:10], predict the reactants needed to synthesize it.